From a dataset of NCI-60 drug combinations with 297,098 pairs across 59 cell lines. Regression. Given two drug SMILES strings and cell line genomic features, predict the synergy score measuring deviation from expected non-interaction effect. (1) Drug 1: CNC(=O)C1=CC=CC=C1SC2=CC3=C(C=C2)C(=NN3)C=CC4=CC=CC=N4. Drug 2: C(=O)(N)NO. Cell line: MCF7. Synergy scores: CSS=13.1, Synergy_ZIP=-2.48, Synergy_Bliss=2.50, Synergy_Loewe=3.02, Synergy_HSA=3.59. (2) Drug 1: C1C(C(OC1N2C=NC3=C(N=C(N=C32)Cl)N)CO)O. Drug 2: CCC1(C2=C(COC1=O)C(=O)N3CC4=CC5=C(C=CC(=C5CN(C)C)O)N=C4C3=C2)O.Cl. Cell line: OVCAR-8. Synergy scores: CSS=47.0, Synergy_ZIP=-5.34, Synergy_Bliss=-4.74, Synergy_Loewe=-2.93, Synergy_HSA=1.94. (3) Drug 1: CC1=C2C(C(=O)C3(C(CC4C(C3C(C(C2(C)C)(CC1OC(=O)C(C(C5=CC=CC=C5)NC(=O)C6=CC=CC=C6)O)O)OC(=O)C7=CC=CC=C7)(CO4)OC(=O)C)O)C)OC(=O)C. Drug 2: C1=NC2=C(N1)C(=S)N=CN2. Cell line: A549. Synergy scores: CSS=30.5, Synergy_ZIP=-11.6, Synergy_Bliss=-15.4, Synergy_Loewe=-13.6, Synergy_HSA=-11.4. (4) Synergy scores: CSS=14.7, Synergy_ZIP=-1.81, Synergy_Bliss=2.01, Synergy_Loewe=-8.91, Synergy_HSA=1.25. Drug 1: CC1=C(N=C(N=C1N)C(CC(=O)N)NCC(C(=O)N)N)C(=O)NC(C(C2=CN=CN2)OC3C(C(C(C(O3)CO)O)O)OC4C(C(C(C(O4)CO)O)OC(=O)N)O)C(=O)NC(C)C(C(C)C(=O)NC(C(C)O)C(=O)NCCC5=NC(=CS5)C6=NC(=CS6)C(=O)NCCC[S+](C)C)O. Drug 2: CNC(=O)C1=NC=CC(=C1)OC2=CC=C(C=C2)NC(=O)NC3=CC(=C(C=C3)Cl)C(F)(F)F. Cell line: MDA-MB-231.